This data is from Peptide-MHC class I binding affinity with 185,985 pairs from IEDB/IMGT. The task is: Regression. Given a peptide amino acid sequence and an MHC pseudo amino acid sequence, predict their binding affinity value. This is MHC class I binding data. (1) The peptide sequence is IIFWFSLEI. The MHC is HLA-A02:03 with pseudo-sequence HLA-A02:03. The binding affinity (normalized) is 0.587. (2) The peptide sequence is NMLREGLSP. The MHC is HLA-A24:03 with pseudo-sequence HLA-A24:03. The binding affinity (normalized) is 0.128. (3) The peptide sequence is RTLHPFGCK. The MHC is HLA-B15:17 with pseudo-sequence HLA-B15:17. The binding affinity (normalized) is 0.0847. (4) The peptide sequence is FRPWSMGKEA. The MHC is Mamu-A01 with pseudo-sequence Mamu-A01. The binding affinity (normalized) is 0.508.